Dataset: Full USPTO retrosynthesis dataset with 1.9M reactions from patents (1976-2016). Task: Predict the reactants needed to synthesize the given product. (1) Given the product [CH3:12][C:8]1[C:6]2[N:7]=[C:2]([C:36]3[CH:37]=[C:38]4[CH:44]=[CH:43][NH:42][C:39]4=[N:40][CH:41]=3)[N:3]=[C:4]([N:13]3[CH2:18][CH2:17][O:16][CH2:15][CH2:14]3)[C:5]=2[S:10][C:9]=1[C:19]1[CH:24]=[CH:23][CH:22]=[CH:21][CH:20]=1, predict the reactants needed to synthesize it. The reactants are: Cl[C:2]1[N:3]=[C:4]([N:13]2[CH2:18][CH2:17][O:16][CH2:15][CH2:14]2)[C:5]2[S:10][C:9](I)=[C:8]([CH3:12])[C:6]=2[N:7]=1.[C:19]1(B(O)O)[CH:24]=[CH:23][CH:22]=[CH:21][CH:20]=1.CC1(C)C(C)(C)OB([C:36]2[CH:37]=[C:38]3[CH:44]=[CH:43][NH:42][C:39]3=[N:40][CH:41]=2)O1. (2) Given the product [CH2:1]([O:3][C:4]1[CH:14]=[CH:13][CH:12]=[C:11]([CH2:15][CH2:16][CH2:17][CH2:18][CH2:19][CH2:20][CH2:21][CH2:22][CH2:23][CH2:24][CH2:25][CH2:26][CH2:27][CH2:28][CH3:29])[C:5]=1[CH2:6][OH:7])[CH3:2], predict the reactants needed to synthesize it. The reactants are: [CH2:1]([O:3][C:4]1[CH:14]=[CH:13][CH:12]=[C:11]([CH2:15][CH2:16][CH2:17][CH2:18][CH2:19][CH2:20][CH2:21][CH2:22][CH2:23][CH2:24][CH2:25][CH2:26][CH2:27][CH2:28][CH3:29])[C:5]=1[C:6](OCC)=[O:7])[CH3:2].[H-].[Al+3].[Li+].[H-].[H-].[H-].C(OC(=O)C)C.Cl. (3) The reactants are: [CH3:1][CH:2]([C:4]1[NH:8][C:7]2[CH:9]=[CH:10][CH:11]=[CH:12][C:13](=[O:14])[C:6]=2[N:5]=1)[CH3:3]. Given the product [CH3:3][CH:2]([C:4]1[NH:8][C:7]2[CH2:9][CH2:10][CH2:11][CH2:12][C:13](=[O:14])[C:6]=2[N:5]=1)[CH3:1], predict the reactants needed to synthesize it.